From a dataset of Full USPTO retrosynthesis dataset with 1.9M reactions from patents (1976-2016). Predict the reactants needed to synthesize the given product. (1) Given the product [BrH:1].[F:15][C:8]1[C:9]2[C:14](=[CH:13][CH:12]=[CH:11][CH:10]=2)[C:5]([C:3]2[N:19]3[CH2:20][CH2:21][N:17]=[C:18]3[S:22][C:2]=2[CH3:16])=[CH:6][CH:7]=1, predict the reactants needed to synthesize it. The reactants are: [Br:1][CH:2]([CH3:16])[C:3]([C:5]1[C:14]2[C:9](=[CH:10][CH:11]=[CH:12][CH:13]=2)[C:8]([F:15])=[CH:7][CH:6]=1)=O.[NH:17]1[CH2:21][CH2:20][NH:19][C:18]1=[S:22].CCO. (2) Given the product [C:1]([C:4]1[CH:5]([C:32]2[CH:37]=[CH:36][C:35]([C:38]#[N:39])=[CH:34][CH:33]=2)[CH:6]([C:22]([OH:24])=[O:23])[C:7](=[O:21])[N:8]([C:11]2[CH:16]=[CH:15][CH:14]=[C:13]([C:17]([F:20])([F:18])[F:19])[CH:12]=2)[C:9]=1[CH3:10])(=[O:3])[CH3:2], predict the reactants needed to synthesize it. The reactants are: [C:1]([C:4]1[CH:5]([C:32]2[CH:37]=[CH:36][C:35]([C:38]#[N:39])=[CH:34][CH:33]=2)[CH:6]([C:22]([O:24]CC2C=CC=CC=2)=[O:23])[C:7](=[O:21])[N:8]([C:11]2[CH:16]=[CH:15][CH:14]=[C:13]([C:17]([F:20])([F:19])[F:18])[CH:12]=2)[C:9]=1[CH3:10])(=[O:3])[CH3:2].[H][H]. (3) Given the product [NH4+:4].[OH-:2].[CH3:24][O:23][C:14]1[CH:15]=[C:16]([C:19]([F:22])([F:20])[F:21])[CH:17]=[CH:18][C:13]=1[C:11]1[C:10]2[C:5](=[CH:6][C:7]([S:25]([NH:28][C:29]3[S:30][CH:31]=[CH:32][N:33]=3)(=[O:26])=[O:27])=[CH:8][CH:9]=2)[NH:4][C:3](=[O:2])[N:12]=1, predict the reactants needed to synthesize it. The reactants are: C[O:2][C:3]1[N:12]=[C:11]([C:13]2[CH:18]=[CH:17][C:16]([C:19]([F:22])([F:21])[F:20])=[CH:15][C:14]=2[O:23][CH3:24])[C:10]2[C:5](=[CH:6][C:7]([S:25]([NH:28][C:29]3[S:30][CH:31]=[CH:32][N:33]=3)(=[O:27])=[O:26])=[CH:8][CH:9]=2)[N:4]=1.C(Cl)(=O)C. (4) Given the product [F:1][C:2]1[CH:7]=[CH:6][C:5]([C:8]([C:20]2[CH:21]=[N:22][C:23]([N:26]3[CH2:31][CH2:30][N:29]([C:32]([O:34][C:35]([CH3:38])([CH3:37])[CH3:36])=[O:33])[CH2:28][C@H:27]3[CH2:39][OH:40])=[N:24][CH:25]=2)=[CH2:9])=[CH:4][CH:3]=1, predict the reactants needed to synthesize it. The reactants are: [F:1][C:2]1[CH:7]=[CH:6][C:5]([C:8](B2OC(C)(C)C(C)(C)O2)=[CH2:9])=[CH:4][CH:3]=1.Br[C:20]1[CH:21]=[N:22][C:23]([N:26]2[CH2:31][CH2:30][N:29]([C:32]([O:34][C:35]([CH3:38])([CH3:37])[CH3:36])=[O:33])[CH2:28][C@H:27]2[CH2:39][OH:40])=[N:24][CH:25]=1.C(=O)([O-])[O-].[Na+].[Na+]. (5) Given the product [Cl:12][C:9]1[CH:10]=[CH:11][C:6]2[S:5][CH:4]=[C:3]([CH2:2][N:16]3[CH2:15][CH2:14][N:13]([C:19]4[CH:26]=[CH:25][CH:24]=[CH:23][C:20]=4[C:21]#[N:22])[CH2:18][CH2:17]3)[C:7]=2[CH:8]=1, predict the reactants needed to synthesize it. The reactants are: Br[CH2:2][C:3]1[C:7]2[CH:8]=[C:9]([Cl:12])[CH:10]=[CH:11][C:6]=2[S:5][CH:4]=1.[N:13]1([C:19]2[CH:26]=[CH:25][CH:24]=[CH:23][C:20]=2[C:21]#[N:22])[CH2:18][CH2:17][NH:16][CH2:15][CH2:14]1. (6) Given the product [CH3:38][O:39][C:40]1[N:45]=[CH:44][C:43]([C:2]2[N:3]=[C:4]3[C:10]4[CH:11]=[CH:12][CH:13]=[CH:14][C:9]=4[NH:8][C:7]4[N:15]=[CH:16][CH:17]=[CH:18][C:6]=4[N:5]3[C:19]=2[C:20]2[CH:21]=[CH:22][C:23]([C:26]3([NH:30][C:31](=[O:37])[O:32][C:33]([CH3:35])([CH3:36])[CH3:34])[CH2:27][CH2:28][CH2:29]3)=[CH:24][CH:25]=2)=[CH:42][N:41]=1, predict the reactants needed to synthesize it. The reactants are: Br[C:2]1[N:3]=[C:4]2[C:10]3[CH:11]=[CH:12][CH:13]=[CH:14][C:9]=3[NH:8][C:7]3[N:15]=[CH:16][CH:17]=[CH:18][C:6]=3[N:5]2[C:19]=1[C:20]1[CH:25]=[CH:24][C:23]([C:26]2([NH:30][C:31](=[O:37])[O:32][C:33]([CH3:36])([CH3:35])[CH3:34])[CH2:29][CH2:28][CH2:27]2)=[CH:22][CH:21]=1.[CH3:38][O:39][C:40]1[N:45]=[CH:44][C:43](B(O)O)=[CH:42][N:41]=1.C([O-])([O-])=O.[Na+].[Na+]. (7) Given the product [CH3:30][O:31][C:32]1[CH:33]=[CH:34][C:35]([S:38]([NH:1][CH2:2][C:3]2[N:12]=[C:11]([N:13]([C:15]3[CH:16]=[CH:17][C:18]([O:21][CH3:22])=[CH:19][CH:20]=3)[CH3:14])[C:10]3[C:5](=[CH:6][CH:7]=[CH:8][CH:9]=3)[N:4]=2)(=[O:40])=[O:39])=[CH:36][CH:37]=1, predict the reactants needed to synthesize it. The reactants are: [NH2:1][CH2:2][C:3]1[N:12]=[C:11]([N:13]([C:15]2[CH:20]=[CH:19][C:18]([O:21][CH3:22])=[CH:17][CH:16]=2)[CH3:14])[C:10]2[C:5](=[CH:6][CH:7]=[CH:8][CH:9]=2)[N:4]=1.CCN(CC)CC.[CH3:30][O:31][C:32]1[CH:37]=[CH:36][C:35]([S:38](Cl)(=[O:40])=[O:39])=[CH:34][CH:33]=1.